Dataset: Catalyst prediction with 721,799 reactions and 888 catalyst types from USPTO. Task: Predict which catalyst facilitates the given reaction. (1) Reactant: CC1(C)C(C)(C)OB([C:9]2[CH:10]=[C:11]([N:15]3[CH2:20][CH2:19][N:18]([C:21]([O:23][C:24]([CH3:27])([CH3:26])[CH3:25])=[O:22])[CH2:17][CH2:16]3)[CH:12]=[CH:13][CH:14]=2)O1.[Br:29][C:30]1[C:31]([NH:39][C:40](=[O:46])[O:41][C:42]([CH3:45])([CH3:44])[CH3:43])=[N:32][CH:33]=[C:34](Br)[C:35]=1[CH2:36][CH3:37].C([O-])([O-])=O.[K+].[K+]. Product: [Br:29][C:30]1[C:35]([CH2:36][CH3:37])=[C:34]([C:9]2[CH:10]=[C:11]([N:15]3[CH2:16][CH2:17][N:18]([C:21]([O:23][C:24]([CH3:27])([CH3:26])[CH3:25])=[O:22])[CH2:19][CH2:20]3)[CH:12]=[CH:13][CH:14]=2)[CH:33]=[N:32][C:31]=1[NH:39][C:40]([O:41][C:42]([CH3:45])([CH3:44])[CH3:43])=[O:46]. The catalyst class is: 117. (2) Reactant: [CH3:1][N:2]([CH2:26][C:27](=[O:33])[N:28]1[CH2:32][CH2:31][CH2:30][CH2:29]1)[CH:3]1[CH2:8][CH2:7][CH:6]([O:9][C:10]2[C:21]3[C:20]4[C@@H:19]([CH2:22][CH2:23][C:24]#[N:25])[CH2:18][CH2:17][C:16]=4[S:15][C:14]=3[N:13]=[CH:12][N:11]=2)[CH2:5][CH2:4]1.[OH:34][Li].O.OO. Product: [CH3:1][N:2]([CH2:26][C:27](=[O:33])[N:28]1[CH2:32][CH2:31][CH2:30][CH2:29]1)[CH:3]1[CH2:4][CH2:5][CH:6]([O:9][C:10]2[C:21]3[C:20]4[C@@H:19]([CH2:22][CH2:23][C:24]([NH2:25])=[O:34])[CH2:18][CH2:17][C:16]=4[S:15][C:14]=3[N:13]=[CH:12][N:11]=2)[CH2:7][CH2:8]1. The catalyst class is: 5. (3) Reactant: [NH:1](C(OC(C)(C)C)=O)[C@H:2]([C:15]([NH:17][C@H:18]([C:26]([O:28][CH2:29][CH3:30])=[O:27])[CH2:19][CH2:20][CH2:21][NH:22][C:23](=[NH:25])[NH2:24])=[O:16])[CH2:3][C:4]1[C:12]2[C:7](=[CH:8][CH:9]=[CH:10][CH:11]=2)[N:6]([CH:13]=[O:14])[CH:5]=1. Product: [NH2:1][C@H:2]([C:15]([NH:17][C@H:18]([C:26]([O:28][CH2:29][CH3:30])=[O:27])[CH2:19][CH2:20][CH2:21][NH:22][C:23](=[NH:24])[NH2:25])=[O:16])[CH2:3][C:4]1[C:12]2[C:7](=[CH:8][CH:9]=[CH:10][CH:11]=2)[N:6]([CH:13]=[O:14])[CH:5]=1. The catalyst class is: 67. (4) Reactant: [C:1](Cl)(Cl)=[O:2].[O:5]1[CH2:9][CH2:8][C@H:7]([N:10]2[CH2:14][CH2:13][NH:12][C:11]2=[O:15])[CH2:6]1.N1C=CC=CC=1.[CH3:22][N:23]1[CH:27]=[C:26]([C:28]2[CH:33]=[C:32]([O:34][C:35]3[CH:36]=[CH:37][C:38]([NH2:41])=[N:39][CH:40]=3)[CH:31]=[CH:30][N:29]=2)[CH:25]=[N:24]1. Product: [CH3:22][N:23]1[CH:27]=[C:26]([C:28]2[CH:33]=[C:32]([O:34][C:35]3[CH:36]=[CH:37][C:38]([NH:41][C:11]([N:12]4[CH2:13][CH2:14][N:10]([C@H:7]5[CH2:8][CH2:9][O:5][CH2:6]5)[C:1]4=[O:2])=[O:15])=[N:39][CH:40]=3)[CH:31]=[CH:30][N:29]=2)[CH:25]=[N:24]1. The catalyst class is: 34.